Dataset: Catalyst prediction with 721,799 reactions and 888 catalyst types from USPTO. Task: Predict which catalyst facilitates the given reaction. (1) Reactant: [Cl:1][C:2]1[CH:7]=[CH:6][CH:5]=[C:4]([F:8])[C:3]=1[C:9]1[S:10][C:11]2[CH:12]=[N:13][CH:14]=[C:15]([F:18])[C:16]=2[N:17]=1.ClC1C=CC=C(F)C=1C(Cl)=[N:23][C:24]1[C:29](F)=[CH:28][N:27]=[CH:26][C:25]=1F.[NH2:38]C(N)=S.N1C=CC=CC=1.CCN(CC)CC. Product: [Cl:1][C:2]1[CH:7]=[CH:6][CH:5]=[C:4]([F:8])[C:3]=1[C:9]1[S:10][C:11]2[C:12]([NH:38][C:28]3[CH:29]=[C:24]([CH3:25])[N:23]=[CH:26][N:27]=3)=[N:13][CH:14]=[C:15]([F:18])[C:16]=2[N:17]=1. The catalyst class is: 32. (2) Reactant: [NH2:1][C@@H:2]([CH:8]([CH3:10])[CH3:9])[CH:3]([OH:7])[C:4]([OH:6])=[O:5].[OH-].[Na+].O1CCOCC1.Cl[C:20]([O:22][CH2:23][C:24]1[CH:29]=[CH:28][CH:27]=[CH:26][CH:25]=1)=[O:21]. Product: [CH2:23]([O:22][C:20]([NH:1][C@@H:2]([CH:8]([CH3:10])[CH3:9])[CH:3]([OH:7])[C:4]([OH:6])=[O:5])=[O:21])[C:24]1[CH:29]=[CH:28][CH:27]=[CH:26][CH:25]=1. The catalyst class is: 6. (3) Reactant: [Br:1][C:2]1[C:7]([N+:8]([O-:10])=[O:9])=[CH:6][CH:5]=[CH:4][C:3]=1[CH3:11].C1C(=O)N([Br:19])C(=O)C1. Product: [Br:1][C:2]1[C:7]([N+:8]([O-:10])=[O:9])=[CH:6][CH:5]=[CH:4][C:3]=1[CH2:11][Br:19]. The catalyst class is: 855. (4) Product: [C:1]([O:5][C:6](=[O:26])[NH:7][C@:8]1([C:13]([NH:15][S:16]([C:19]2[CH:24]=[CH:23][CH:22]=[CH:21][C:20]=2[NH:25][C:33](=[O:40])[CH2:34][CH2:35][CH2:36][CH2:37][CH:38]=[CH2:39])(=[O:18])=[O:17])=[O:14])[CH2:10][C@H:9]1[CH:11]=[CH2:12])([CH3:2])([CH3:3])[CH3:4]. The catalyst class is: 38. Reactant: [C:1]([O:5][C:6](=[O:26])[NH:7][C@:8]1([C:13]([NH:15][S:16]([C:19]2[CH:24]=[CH:23][CH:22]=[CH:21][C:20]=2[NH2:25])(=[O:18])=[O:17])=[O:14])[CH2:10][C@H:9]1[CH:11]=[CH2:12])([CH3:4])([CH3:3])[CH3:2].C([O-])([O-])=O.[Na+].[Na+].[C:33](Cl)(=[O:40])[CH2:34][CH2:35][CH2:36][CH2:37][CH:38]=[CH2:39].CCOC(C)=O.